From a dataset of Reaction yield outcomes from USPTO patents with 853,638 reactions. Predict the reaction yield, written as a fraction of the theoretical maximum amount of product (1.0 means a 100% yield; for example, 0.34 means a 34% yield). (1) The product is [NH2:32][C@H:29]1[CH2:30][CH2:31][C@H:26]([NH:25][C:13]2[C:12]3[C:17](=[CH:18][CH:19]=[C:10]([C:8]4[CH:7]=[CH:6][C:5]5[NH:1][CH:2]=[N:3][C:4]=5[CH:9]=4)[CH:11]=3)[N:16]=[CH:15][C:14]=2[C:20]([CH:22]2[CH2:23][CH2:24]2)=[O:21])[CH2:27][CH2:28]1. No catalyst specified. The yield is 0.580. The reactants are [NH:1]1[C:5]2[CH:6]=[CH:7][C:8]([C:10]3[CH:11]=[C:12]4[C:17](=[CH:18][CH:19]=3)[N:16]=[CH:15][C:14]([C:20]([CH:22]3[CH2:24][CH2:23]3)=[O:21])=[C:13]4[NH:25][C@H:26]3[CH2:31][CH2:30][C@H:29]([NH:32]C(=O)OC(C)(C)C)[CH2:28][CH2:27]3)=[CH:9][C:4]=2[N:3]=[CH:2]1.C(O)(C(F)(F)F)=O. (2) The reactants are C(O)(=O)C.C([CH2:7][C:8]([O:13][C:14]1[CH:19]=[CH:18][C:17]([CH:20]=O)=[CH:16][CH:15]=1)([CH3:12])[C:9]([OH:11])=[O:10])C.[NH2:22][C:23]1[CH:28]=[C:27]([Cl:29])[CH:26]=[CH:25][C:24]=1[SH:30].C([O-])(=O)C.[Na+]. The catalyst is O.C(OCC)(=O)C. The product is [Cl:29][C:27]1[CH:26]=[CH:25][C:24]2[S:30][C:20]([C:17]3[CH:16]=[CH:15][C:14]([O:13][C:8]([CH3:7])([CH3:12])[C:9]([OH:11])=[O:10])=[CH:19][CH:18]=3)=[N:22][C:23]=2[CH:28]=1. The yield is 0.396.